From a dataset of Catalyst prediction with 721,799 reactions and 888 catalyst types from USPTO. Predict which catalyst facilitates the given reaction. (1) Reactant: [CH:1]([NH2:14])([C:8]1[CH:13]=[CH:12][CH:11]=[CH:10][CH:9]=1)[C:2]1[CH:7]=[CH:6][CH:5]=[CH:4][CH:3]=1.C(N(CC)CC)C.Br[C:23]([CH3:28])([CH3:27])[C:24](=[O:26])[CH3:25]. Product: [CH:1]([NH:14][C:23]([CH3:28])([CH3:27])[C:24](=[O:26])[CH3:25])([C:8]1[CH:9]=[CH:10][CH:11]=[CH:12][CH:13]=1)[C:2]1[CH:7]=[CH:6][CH:5]=[CH:4][CH:3]=1. The catalyst class is: 5. (2) Reactant: [Br:1][C:2]1[CH:3]=[CH:4][C:5]2[N:9]=[C:8]([Cl:10])[N:7]([C:11]3[N:16]=[C:15]([CH3:17])[N:14]=[C:13]([NH:18][CH3:19])[N:12]=3)[C:6]=2[CH:20]=1.[Br:21][C:22]1[CH:40]=[CH:39][C:25]2[N:26]([C:30]3[N:35]=[C:34]([CH3:36])[N:33]=[C:32]([NH:37][CH3:38])[N:31]=3)[C:27]([Cl:29])=[N:28][C:24]=2[CH:23]=1.[NH2:41][C:42]1[CH:46]=[CH:45][NH:44][N:43]=1. Product: [ClH:10].[Br:1][C:2]1[CH:3]=[CH:4][C:5]2[N:9]=[C:8]([NH:41][C:42]3[CH:46]=[CH:45][NH:44][N:43]=3)[N:7]([C:11]3[N:16]=[C:15]([CH3:17])[N:14]=[C:13]([NH:18][CH3:19])[N:12]=3)[C:6]=2[CH:20]=1.[ClH:29].[Br:21][C:22]1[CH:40]=[CH:39][C:25]2[N:26]([C:30]3[N:35]=[C:34]([CH3:36])[N:33]=[C:32]([NH:37][CH3:38])[N:31]=3)[C:27]([NH:17][C:15]3[CH:16]=[CH:42][NH:41][N:14]=3)=[N:28][C:24]=2[CH:23]=1. The catalyst class is: 868.